This data is from Forward reaction prediction with 1.9M reactions from USPTO patents (1976-2016). The task is: Predict the product of the given reaction. (1) Given the reactants Cl[C:2]1[N:7]=[CH:6][C:5]2[N:8]=[C:9]([C@H:17]([O:19][CH:20]3[CH2:25][CH2:24][CH2:23][CH2:22][O:21]3)[CH3:18])[N:10]([C@@H:11]([CH3:16])[C:12]([F:15])([F:14])[F:13])[C:4]=2[CH:3]=1.[F:26][C@H:27]1[C@@H:32]([O:33][CH3:34])[CH2:31][CH2:30][N:29]([C:35]2[N:40]=[C:39]([NH2:41])[CH:38]=[CH:37][N:36]=2)[CH2:28]1.C1(P(C2CCCCC2)C2C=CC=CC=2C2C(C(C)C)=CC(C(C)C)=CC=2C(C)C)CCCCC1.C(=O)([O-])[O-].[Cs+].[Cs+], predict the reaction product. The product is: [F:26][C@H:27]1[C@@H:32]([O:33][CH3:34])[CH2:31][CH2:30][N:29]([C:35]2[N:40]=[C:39]([NH:41][C:2]3[N:7]=[CH:6][C:5]4[N:8]=[C:9]([C@H:17]([O:19][CH:20]5[CH2:25][CH2:24][CH2:23][CH2:22][O:21]5)[CH3:18])[N:10]([C@@H:11]([CH3:16])[C:12]([F:15])([F:14])[F:13])[C:4]=4[CH:3]=3)[CH:38]=[CH:37][N:36]=2)[CH2:28]1. (2) Given the reactants [NH2:1][C:2]1[N:7]=[C:6](S(C)=O)[C:5]([C:11]2[CH:12]=[CH:13][C:14](=[O:20])[N:15]([CH:17]([CH3:19])[CH3:18])[N:16]=2)=[C:4]([C:21]2[CH:26]=[CH:25][CH:24]=[CH:23][CH:22]=2)[N:3]=1.[N:27]1[CH:32]=[CH:31][CH:30]=[CH:29][C:28]=1[CH2:33][NH2:34], predict the reaction product. The product is: [NH2:1][C:2]1[N:3]=[C:4]([C:21]2[CH:26]=[CH:25][CH:24]=[CH:23][CH:22]=2)[C:5]([C:11]2[CH:12]=[CH:13][C:14](=[O:20])[N:15]([CH:17]([CH3:19])[CH3:18])[N:16]=2)=[C:6]([NH:34][CH2:33][C:28]2[CH:29]=[CH:30][CH:31]=[CH:32][N:27]=2)[N:7]=1. (3) Given the reactants [N:1]1([C:7]2[N:8]=[C:9]([CH2:14][C:15]([O-:17])=O)[NH:10][C:11](=[O:13])[CH:12]=2)[CH2:6][CH2:5][O:4][CH2:3][CH2:2]1.[Na+].O.[CH3:20][C:21]1[CH:22]=[C:23]([CH:25]=[CH:26][CH:27]=1)[NH2:24], predict the reaction product. The product is: [CH3:20][C:21]1[CH:22]=[C:23]([NH:24][C:15](=[O:17])[CH2:14][C:9]2[NH:10][C:11](=[O:13])[CH:12]=[C:7]([N:1]3[CH2:2][CH2:3][O:4][CH2:5][CH2:6]3)[N:8]=2)[CH:25]=[CH:26][CH:27]=1. (4) Given the reactants [NH2:1][C:2]1[C:11]2[N:12]=[C:13]([CH2:22][CH3:23])[N:14]([CH2:15][CH:16]3[CH2:21][CH2:20][O:19][CH2:18][CH2:17]3)[C:10]=2[C:9]2[CH:8]=[CH:7][C:6](/[CH:24]=[CH:25]/[C:26]([O:28][CH2:29][CH3:30])=[O:27])=[CH:5][C:4]=2[N:3]=1, predict the reaction product. The product is: [NH2:1][C:2]1[C:11]2[N:12]=[C:13]([CH2:22][CH3:23])[N:14]([CH2:15][CH:16]3[CH2:17][CH2:18][O:19][CH2:20][CH2:21]3)[C:10]=2[C:9]2[CH:8]=[CH:7][C:6]([CH2:24][CH2:25][C:26]([O:28][CH2:29][CH3:30])=[O:27])=[CH:5][C:4]=2[N:3]=1. (5) Given the reactants [CH3:1][C:2]1[CH2:7][CH2:6][CH2:5][C:4]([CH3:9])([CH3:8])[C:3]=1[CH2:10][CH2:11][C:12](=[O:14])[CH3:13].S([O-])([O-])(=O)=O.[Na+].[Na+].[NH2:22][CH2:23][CH2:24][CH2:25]O, predict the reaction product. The product is: [CH3:13][C:12]1([CH2:11][CH2:10][C:3]2[C:4]([CH3:8])([CH3:9])[CH2:5][CH2:6][CH2:7][C:2]=2[CH3:1])[NH:22][CH2:23][CH2:24][CH2:25][O:14]1. (6) Given the reactants [C:1]([O:6][CH2:7]Cl)(=[O:5])[CH2:2][CH2:3][CH3:4].[Na+].[I-].O=C(C1C=CC=CC=1)C[O:14][C:15](=[O:43])[C@H:16]([OH:42])[CH2:17][N:18]([CH2:28][C:29]1[CH:34]=[CH:33][C:32]([C:35]2[CH:40]=[CH:39][CH:38]=[C:37]([Cl:41])[CH:36]=2)=[CH:31][CH:30]=1)[NH:19][C:20]([C:22]1[O:26][N:25]=[C:24]([OH:27])[CH:23]=1)=[O:21].CCN(CC)CC.CC(O)=O, predict the reaction product. The product is: [C:15]([C@H:16]([OH:42])[CH2:17][N:18]([CH2:28][C:29]1[CH:30]=[CH:31][C:32]([C:35]2[CH:40]=[CH:39][CH:38]=[C:37]([Cl:41])[CH:36]=2)=[CH:33][CH:34]=1)[NH:19][C:20]([C:22]1[O:26][N:25]=[C:24]([O:27][CH2:7][O:6][C:1](=[O:5])[CH2:2][CH2:3][CH3:4])[CH:23]=1)=[O:21])([OH:43])=[O:14]. (7) Given the reactants C([O:3][C:4]([C:6]1[CH:7]=[C:8]([C:13]2[CH:14]=[C:15]3[C:20](=[CH:21][C:22]=2[C:23]([N:25]2[C@H:34]([CH2:35][N:36]4[CH2:41][CH2:40][O:39][CH2:38][CH2:37]4)[CH2:33][C:32]4[C:27](=[CH:28][CH:29]=[CH:30][CH:31]=4)[CH2:26]2)=[O:24])[CH2:19][N:18](C(OCC2C=CC=CC=2)=O)[CH2:17][CH2:16]3)[N:9]([CH3:12])[C:10]=1[CH3:11])=[O:5])C.[OH-].[Na+], predict the reaction product. The product is: [CH3:12][N:9]1[C:8]([C:13]2[CH:14]=[C:15]3[C:20](=[CH:21][C:22]=2[C:23]([N:25]2[C@H:34]([CH2:35][N:36]4[CH2:37][CH2:38][O:39][CH2:40][CH2:41]4)[CH2:33][C:32]4[C:27](=[CH:28][CH:29]=[CH:30][CH:31]=4)[CH2:26]2)=[O:24])[CH2:19][NH:18][CH2:17][CH2:16]3)=[CH:7][C:6]([C:4]([OH:5])=[O:3])=[C:10]1[CH3:11]. (8) The product is: [CH2:21]([NH:15][C@H:16]([CH2:19][CH3:20])[CH2:17][OH:18])[C:22]1[CH:27]=[CH:26][CH:25]=[CH:24][CH:23]=1. Given the reactants C(O[BH-](OC(=O)C)OC(=O)C)(=O)C.[Na+].[NH2:15][C@H:16]([CH2:19][CH3:20])[CH2:17][OH:18].[CH:21](=O)[C:22]1[CH:27]=[CH:26][CH:25]=[CH:24][CH:23]=1, predict the reaction product. (9) Given the reactants C1(P(C2C=CC=CC=2)C2C=CC=CC=2)C=CC=CC=1.CC(OC(/N=N/C(OC(C)C)=O)=O)C.[F:34][C:35]([F:57])([F:56])[C:36]1[CH:41]=[CH:40][C:39]([C:42]2[N:43]=[CH:44][C:45]([NH:48][C:49](=[O:55])[O:50][C:51]([CH3:54])([CH3:53])[CH3:52])=[N:46][CH:47]=2)=[CH:38][CH:37]=1.O[CH:59]([C:63]1[CH:73]=[CH:72][C:66]([C:67]([O:69][CH2:70][CH3:71])=[O:68])=[CH:65][CH:64]=1)[CH2:60][CH2:61][CH3:62], predict the reaction product. The product is: [C:51]([O:50][C:49]([N:48]([C:45]1[CH:44]=[N:43][C:42]([C:39]2[CH:38]=[CH:37][C:36]([C:35]([F:34])([F:56])[F:57])=[CH:41][CH:40]=2)=[CH:47][N:46]=1)[CH:59]([C:63]1[CH:73]=[CH:72][C:66]([C:67]([O:69][CH2:70][CH3:71])=[O:68])=[CH:65][CH:64]=1)[CH2:60][CH2:61][CH3:62])=[O:55])([CH3:52])([CH3:53])[CH3:54].